The task is: Predict the reaction yield, written as a fraction of the theoretical maximum amount of product (1.0 means a 100% yield; for example, 0.34 means a 34% yield).. This data is from Reaction yield outcomes from USPTO patents with 853,638 reactions. (1) The reactants are [Br:1][C:2]1[CH:3]=[C:4]2[C:8](=[CH:9][CH:10]=1)[NH:7][C:6](=[O:11])[C:5]2=[O:12].[CH2:13](O)[CH2:14][OH:15].C1(C)C=CC(S(O)(=O)=O)=CC=1. The catalyst is C1(C)C=CC=CC=1. The product is [Br:1][C:2]1[CH:3]=[C:4]2[C:8](=[CH:9][CH:10]=1)[NH:7][C:6](=[O:11])[C:5]12[O:15][CH2:14][CH2:13][O:12]1. The yield is 0.990. (2) The reactants are [Cl:1][C:2]1[CH:8]=[CH:7][C:5]([NH2:6])=[C:4]([C:9]2[CH:14]=[C:13]([O:15][CH3:16])[N:12]=[CH:11][N:10]=2)[C:3]=1[F:17].C(ON=O)CC(C)C.[Si](N=[N+:31]=[N-:32])(C)(C)C.[C:33]([NH2:37])(=[O:36])[C:34]#[CH:35]. The catalyst is C(#N)C.CCOC(C)=O.C(Cl)Cl. The product is [Cl:1][C:2]1[CH:8]=[CH:7][C:5]([N:6]2[CH:35]=[C:34]([C:33]([NH2:37])=[O:36])[N:31]=[N:32]2)=[C:4]([C:9]2[CH:14]=[C:13]([O:15][CH3:16])[N:12]=[CH:11][N:10]=2)[C:3]=1[F:17]. The yield is 0.730.